From a dataset of Reaction yield outcomes from USPTO patents with 853,638 reactions. Predict the reaction yield, written as a fraction of the theoretical maximum amount of product (1.0 means a 100% yield; for example, 0.34 means a 34% yield). The catalyst is C(OCC)C. The yield is 0.170. The reactants are [NH:1]1[C:9]2[C:4](=[CH:5][CH:6]=[CH:7][CH:8]=2)[CH:3]=[CH:2]1.C([Mg]Br)C.[CH2:14]([O:21][C:22]([N:24]1[CH2:28][CH2:27][CH2:26][C@H:25]1[C:29](Cl)=[O:30])=[O:23])[C:15]1[CH:20]=[CH:19][CH:18]=[CH:17][CH:16]=1. The product is [CH2:14]([O:21][C:22]([N:24]1[CH2:28][CH2:27][CH2:26][C@H:25]1[C:29]([C:3]1[C:4]2[C:9](=[CH:8][CH:7]=[CH:6][CH:5]=2)[NH:1][CH:2]=1)=[O:30])=[O:23])[C:15]1[CH:20]=[CH:19][CH:18]=[CH:17][CH:16]=1.